Dataset: Full USPTO retrosynthesis dataset with 1.9M reactions from patents (1976-2016). Task: Predict the reactants needed to synthesize the given product. Given the product [CH3:14][O:13][N:15]=[CH:6][C:5]1[CH:8]=[CH:9][C:10]([F:11])=[C:3]([C:1]#[N:2])[CH:4]=1, predict the reactants needed to synthesize it. The reactants are: [C:1]([C:3]1[CH:4]=[C:5]([CH:8]=[CH:9][C:10]=1[F:11])[CH:6]=O)#[N:2].Cl.[O:13]([NH2:15])[CH3:14].